This data is from Experimentally validated miRNA-target interactions with 360,000+ pairs, plus equal number of negative samples. The task is: Binary Classification. Given a miRNA mature sequence and a target amino acid sequence, predict their likelihood of interaction. (1) The miRNA is hsa-miR-4500 with sequence UGAGGUAGUAGUUUCUU. The protein sequence of the target gene is MRPGGERPVEGGACNGRSELELLKLRSAECIDEAAERLGALSRAIWSQPELAYEEHHAHRVLTHFFEREPPAASWAVQPHYQLPTAFRAEWEPPEARAPSATPRPLHLGFLCEYDALPGIGHACGHNLIAEVGAAAALGVRGALEGLPRPPPPVKVVVLGTPAEEDGGGKIDLIEAGAFTNLDVVFMAHPSQENAAYLPDMAEHDVTVKYYGKASHSASYPWEGLNALDAAVLAYNNLSVFRQQMKPTWRVHGIIKNGGVKPNIIPSYSELIYYFRAPSMKELQVLTKKAEDCFRAAALA.... Result: 1 (interaction). (2) The miRNA is mmu-miR-3073a-5p with sequence GUGGUCACAGUUGGCGCCAGCC. The protein sequence of the target gene is MKLLPSVMLKLFLAAVLSALVTGESLERLRRGLAAATSNPDPPTGSTNQLLPTGGDRAQGVQDLEGTDLNLFKVAFSSKPQGLATPSKERNGKKKKKGKGLGKKRDPCLRKYKDYCIHGECRYLQEFRTPSCKCLPGYHGHRCHGLTLPVENPLYTYDHTTVLAVVAVVLSSVCLLVIVGLLMFRYHRRGGYDLESEEKVKLGVASSH. Result: 0 (no interaction). (3) The miRNA is mmu-miR-135a-5p with sequence UAUGGCUUUUUAUUCCUAUGUGA. The protein sequence of the target gene is MEDEKSFSDICGGRLALRCRYYSPYCREFGLSSARLSLCSLTAVTCAVWLAAYGLFTLCENSMVLSATIFITILGLLGYLHFVKIDQETLLIIDSLGIQMTSSYASGKESTTFIEMDKVKDIIINEAIYMQKVIYYLCILLKEPGKPHEISRVVPVFQSAKPRLDCLIEVYRSCQEVLAHQKATATSL. Result: 0 (no interaction). (4) The miRNA is mmu-miR-412-3p with sequence UUCACCUGGUCCACUAGCCG. The protein sequence of the target gene is MAAAAAELVIGWCIFGLLLLAILAFCWVYVRKYQSQRESEVVSTVTAIFSLAVALITSALLPVDIFLVSYMKNQNGTFKDWADANVTVQIENTVLYGYYTLYSVILFCVFFWIPFVYFYYEEKDEDDASKCTQIKTALKYTLGFVVICALLLLVGAFVPLHLPNNNNSTEWEKVKLLFEDLGTGQGLAALSFSISSLTLIGMLAAITYTAYGMSALPLNLIKGTRSTAYERLENTEDIEEVEQHIQTIRSKSKDGRPLPARDRRALKQCEERLRTLRKRERHLEFIENSWWTKFCGALRP.... Result: 1 (interaction). (5) The miRNA is mmu-miR-181d-5p with sequence AACAUUCAUUGUUGUCGGUGGGU. The protein sequence of the target gene is MPAPIRLRELIRTIRTARTQAEEREMIQKECAAIRSSFREEDNTYRCRNVAKLLYMHMLGYPAHFGQLECLKLIASQKFTDKRIGYLGAMLLLDERQDVHLLMTNCIKNDLNHSTQFVQGLALCTLGCMGSSEMCRDLAGEVEKLLKTSNSYLRKKAALCAVHVIRKVPELMEMFLPATKNLLNEKNHGVLHTSVVLLTEMCERSPDMLAHFRKLVPQLVRILKNLIMSGYSPEHDVSGISDPFLQVRILRLLRILGRNDDDSSEAMNDILAQVATNTETSKNVGNAILYETVLTIMDIK.... Result: 1 (interaction). (6) The miRNA is cel-miR-248 with sequence AUACACGUGCACGGAUAACGCUCA. The protein sequence of the target gene is MPRAGRAPAEGGPAPGTRSSRCLRPRPLAWRRLVPNFGAWAPRKGAARVGRPVLSPRTSGAAGEPTCGAGSPGTLEEGVASGRTRRRTQSAGEVAKCRWGLGQEPLCPRGAVLLNSFSPPAWPQFPPALRLRALAWPQPRGPACGSTAQWPPRGDPTWRIS. Result: 0 (no interaction).